Dataset: Peptide-MHC class I binding affinity with 185,985 pairs from IEDB/IMGT. Task: Regression. Given a peptide amino acid sequence and an MHC pseudo amino acid sequence, predict their binding affinity value. This is MHC class I binding data. (1) The peptide sequence is SLNALFVML. The MHC is HLA-A32:01 with pseudo-sequence HLA-A32:01. The binding affinity (normalized) is 0.342. (2) The peptide sequence is EEDDDLVGVSV. The binding affinity (normalized) is 0. The MHC is Mamu-B01 with pseudo-sequence Mamu-B01. (3) The peptide sequence is YTKHSMLTNA. The MHC is HLA-A02:03 with pseudo-sequence HLA-A02:03. The binding affinity (normalized) is 0.543. (4) The peptide sequence is SPADERAVA. The MHC is HLA-A26:01 with pseudo-sequence HLA-A26:01. The binding affinity (normalized) is 0.0847. (5) The peptide sequence is IRLRPGGKK. The MHC is Mamu-B1001 with pseudo-sequence Mamu-B1001. The binding affinity (normalized) is 0. (6) The peptide sequence is KSITTTASTTS. The MHC is Mamu-A02 with pseudo-sequence Mamu-A02. The binding affinity (normalized) is 0.245.